Task: Regression/Classification. Given a drug SMILES string, predict its absorption, distribution, metabolism, or excretion properties. Task type varies by dataset: regression for continuous measurements (e.g., permeability, clearance, half-life) or binary classification for categorical outcomes (e.g., BBB penetration, CYP inhibition). Dataset: hlm.. Dataset: Human liver microsome stability data (1) The compound is CC#C[C@@H](Cc1nn[nH]n1)c1ccc(OCc2cc(Cl)c3scc(-c4ccccc4C)c3c2)cc1. The result is 1 (stable in human liver microsomes). (2) The drug is Cc1noc(-c2ccc3c(c2)c2c(n3CC(F)COc3cc(F)cc(F)c3)CCCC2)n1. The result is 0 (unstable in human liver microsomes). (3) The molecule is CC1=C2Cc3cc(ccc3O)C(=O)O[C@H](C(C)(C)Br)CC[C@](C)(O)[C@H](Br)CC[C@]2(C)[C@@H](Br)CC1. The result is 0 (unstable in human liver microsomes). (4) The molecule is CCc1nc2ccc(Cl)cn2c1C(=O)NCc1ccc(N2CCN(c3ccc(F)cc3)CC2)cc1. The result is 0 (unstable in human liver microsomes). (5) The drug is Cc1nc(C)c(C(=O)Nc2ccc(F)c(-c3nc4ncc(-c5ccccc5Cl)cn4n3)c2)o1. The result is 0 (unstable in human liver microsomes). (6) The molecule is c1cn2cc(-c3ccc4c[nH]nc4c3)nc(Nc3ccc(N4CCOCC4)cc3)c2n1. The result is 0 (unstable in human liver microsomes).